From a dataset of Human liver microsome stability data. Regression/Classification. Given a drug SMILES string, predict its absorption, distribution, metabolism, or excretion properties. Task type varies by dataset: regression for continuous measurements (e.g., permeability, clearance, half-life) or binary classification for categorical outcomes (e.g., BBB penetration, CYP inhibition). Dataset: hlm. (1) The molecule is CN1C(=O)CC[C@H]1C(=O)NCc1ccc(Cl)cc1Cl. The result is 0 (unstable in human liver microsomes). (2) The compound is Cc1cccc(Cl)c1NC(=O)Nc1cc2ccccc2cc1C(=O)N[C@@H](CCCCN)C(=O)O. The result is 0 (unstable in human liver microsomes).